This data is from Reaction yield outcomes from USPTO patents with 853,638 reactions. The task is: Predict the reaction yield, written as a fraction of the theoretical maximum amount of product (1.0 means a 100% yield; for example, 0.34 means a 34% yield). (1) The reactants are [Cl:1][C:2]1[C:11]([CH:12]([OH:14])[CH3:13])=[CH:10][C:9]2[C:4](=[C:5]([Cl:15])[CH:6]=[CH:7][CH:8]=2)[N:3]=1. The catalyst is C1(C)C=CC=CC=1.O=[Mn]=O. The product is [Cl:1][C:2]1[C:11]([C:12](=[O:14])[CH3:13])=[CH:10][C:9]2[C:4](=[C:5]([Cl:15])[CH:6]=[CH:7][CH:8]=2)[N:3]=1. The yield is 0.910. (2) The product is [Cl:1][C:2]1[S:6][C:5]([S:7]([NH:10][C:11]2[CH:19]=[CH:18][C:14]([C:15]([O:17][CH2:36][CH2:35][O:28][C:29]3[CH:34]=[CH:33][CH:32]=[CH:31][CH:30]=3)=[O:16])=[C:13]([OH:20])[CH:12]=2)(=[O:8])=[O:9])=[CH:4][C:3]=1[C:21]1[CH:26]=[CH:25][CH:24]=[C:23]([F:27])[CH:22]=1. The yield is 0.670. No catalyst specified. The reactants are [Cl:1][C:2]1[S:6][C:5]([S:7]([NH:10][C:11]2[CH:19]=[CH:18][C:14]([C:15]([OH:17])=[O:16])=[C:13]([OH:20])[CH:12]=2)(=[O:9])=[O:8])=[CH:4][C:3]=1[C:21]1[CH:26]=[CH:25][CH:24]=[C:23]([F:27])[CH:22]=1.[O:28]([CH2:35][CH2:36]O)[C:29]1[CH:34]=[CH:33][CH:32]=[CH:31][CH:30]=1. (3) The reactants are [Br:1][C:2]1[CH:3]=[C:4]2[C:9](=[CH:10][CH:11]=1)[O:8][CH:7]([CH:12]1[CH2:17][CH2:16][CH2:15][O:14][CH2:13]1)[CH2:6][C:5]2=O.C[Si]([N:23]=[C:24]=[N:25][Si](C)(C)C)(C)C. The catalyst is C(Cl)Cl.Cl[Ti](Cl)(Cl)Cl. The product is [Br:1][C:2]1[CH:3]=[C:4]2[C:9](=[CH:10][CH:11]=1)[O:8][CH:7]([CH:12]1[CH2:17][CH2:16][CH2:15][O:14][CH2:13]1)[CH2:6]/[C:5]/2=[N:25]\[C:24]#[N:23]. The yield is 1.00.